Dataset: NCI-60 drug combinations with 297,098 pairs across 59 cell lines. Task: Regression. Given two drug SMILES strings and cell line genomic features, predict the synergy score measuring deviation from expected non-interaction effect. (1) Drug 1: C1CCC(C1)C(CC#N)N2C=C(C=N2)C3=C4C=CNC4=NC=N3. Drug 2: CC1=C(C=C(C=C1)NC2=NC=CC(=N2)N(C)C3=CC4=NN(C(=C4C=C3)C)C)S(=O)(=O)N.Cl. Cell line: SN12C. Synergy scores: CSS=7.17, Synergy_ZIP=-2.39, Synergy_Bliss=-3.59, Synergy_Loewe=-2.18, Synergy_HSA=-2.02. (2) Drug 1: C1=CC(=CC=C1C#N)C(C2=CC=C(C=C2)C#N)N3C=NC=N3. Cell line: NCI-H226. Synergy scores: CSS=-2.35, Synergy_ZIP=1.52, Synergy_Bliss=-0.280, Synergy_Loewe=-2.43, Synergy_HSA=-2.99. Drug 2: COC1=C2C(=CC3=C1OC=C3)C=CC(=O)O2. (3) Drug 1: CC12CCC3C(C1CCC2O)C(CC4=C3C=CC(=C4)O)CCCCCCCCCS(=O)CCCC(C(F)(F)F)(F)F. Drug 2: CCC1(C2=C(COC1=O)C(=O)N3CC4=CC5=C(C=CC(=C5CN(C)C)O)N=C4C3=C2)O.Cl. Cell line: KM12. Synergy scores: CSS=17.9, Synergy_ZIP=0.255, Synergy_Bliss=4.12, Synergy_Loewe=-19.6, Synergy_HSA=-1.06. (4) Drug 1: CS(=O)(=O)CCNCC1=CC=C(O1)C2=CC3=C(C=C2)N=CN=C3NC4=CC(=C(C=C4)OCC5=CC(=CC=C5)F)Cl. Drug 2: C1C(C(OC1N2C=NC(=NC2=O)N)CO)O. Cell line: HOP-62. Synergy scores: CSS=7.25, Synergy_ZIP=0.794, Synergy_Bliss=9.55, Synergy_Loewe=1.39, Synergy_HSA=3.23.